This data is from Peptide-MHC class II binding affinity with 134,281 pairs from IEDB. The task is: Regression. Given a peptide amino acid sequence and an MHC pseudo amino acid sequence, predict their binding affinity value. This is MHC class II binding data. The peptide sequence is GETVKCRAPGGAKKP. The MHC is DRB3_0101 with pseudo-sequence DRB3_0101. The binding affinity (normalized) is 0.